Predict the product of the given reaction. From a dataset of Forward reaction prediction with 1.9M reactions from USPTO patents (1976-2016). (1) Given the reactants [F:1][C:2]1[CH:7]=[CH:6][C:5]([O:8][C:9]2[N:14]=[CH:13][C:12]([C:15]([N:17]([CH3:40])[C:18]3[N:23]=[CH:22][C:21]([CH2:24][N:25]4[CH2:30][CH2:29][N:28](C(OC(C)(C)C)=O)[C@@H:27]([CH3:38])[CH2:26]4)=[C:20]([CH3:39])[CH:19]=3)=[O:16])=[CH:11][CH:10]=2)=[CH:4][CH:3]=1.C(O)(C(F)(F)F)=O, predict the reaction product. The product is: [F:1][C:2]1[CH:7]=[CH:6][C:5]([O:8][C:9]2[N:14]=[CH:13][C:12]([C:15]([N:17]([CH3:40])[C:18]3[CH:19]=[C:20]([CH3:39])[C:21]([CH2:24][N:25]4[CH2:30][CH2:29][NH:28][C@@H:27]([CH3:38])[CH2:26]4)=[CH:22][N:23]=3)=[O:16])=[CH:11][CH:10]=2)=[CH:4][CH:3]=1. (2) Given the reactants [OH:1][C:2]1[CH:3]=[C:4]2[C:8](=[CH:9][CH:10]=1)[NH:7][C:6]([C:11]([O:13]CC)=O)=[CH:5]2.[CH3:16][N:17]1[CH2:21][CH2:20][CH2:19][CH:18]1[CH2:22][CH2:23]O.C1(P(C2C=CC=CC=2)C2C=CC=CC=2)C=CC=CC=1.N(C(OC(C)(C)C)=O)=NC(OC(C)(C)C)=O.[NH2:60][CH2:61][C:62]1[C:63]([F:79])=[C:64]([O:69][C:70]2[CH:71]=[C:72]([CH:75]=[C:76]([Cl:78])[CH:77]=2)[C:73]#[N:74])[C:65]([Cl:68])=[CH:66][CH:67]=1.CN(C(ON1N=NC2C=CC=NC1=2)=[N+](C)C)C.F[P-](F)(F)(F)(F)F.CCN(C(C)C)C(C)C, predict the reaction product. The product is: [Cl:68][C:65]1[CH:66]=[CH:67][C:62]([CH2:61][NH:60][C:11]([C:6]2[NH:7][C:8]3[C:4]([CH:5]=2)=[CH:3][C:2]([O:1][CH2:23][CH2:22][CH:18]2[CH2:19][CH2:20][CH2:21][N:17]2[CH3:16])=[CH:10][CH:9]=3)=[O:13])=[C:63]([F:79])[C:64]=1[O:69][C:70]1[CH:71]=[C:72]([C:73]#[N:74])[CH:75]=[C:76]([Cl:78])[CH:77]=1. (3) Given the reactants Cl.[Cl:2][C:3]1[CH:4]=[C:5]([CH:25]=[CH:26][C:27]=1[OH:28])[NH:6][C:7]1[C:16]2[C:11](=[CH:12][CH:13]=[CH:14][C:15]=2[O:17][CH:18]2[CH2:23][CH2:22][N:21]([CH3:24])[CH2:20][CH2:19]2)[N:10]=[CH:9][N:8]=1.Br[CH2:30][C:31]1[CH:35]=[N:34][S:33][N:32]=1, predict the reaction product. The product is: [Cl:2][C:3]1[CH:4]=[C:5]([CH:25]=[CH:26][C:27]=1[O:28][CH2:30][C:31]1[CH:35]=[N:34][S:33][N:32]=1)[NH:6][C:7]1[C:16]2[C:11](=[CH:12][CH:13]=[CH:14][C:15]=2[O:17][CH:18]2[CH2:23][CH2:22][N:21]([CH3:24])[CH2:20][CH2:19]2)[N:10]=[CH:9][N:8]=1.